Task: Predict the product of the given reaction.. Dataset: Forward reaction prediction with 1.9M reactions from USPTO patents (1976-2016) (1) Given the reactants [Br:1][C:2]1[CH:17]=[CH:16][C:5]2[CH2:6][CH2:7][CH2:8][CH:9]([C:12]([O:14][CH3:15])=[O:13])[C:10](=[O:11])[C:4]=2[CH:3]=1.[H-].[Na+].[F:20][C:21]([F:34])([F:33])[S:22](O[S:22]([C:21]([F:34])([F:33])[F:20])(=[O:24])=[O:23])(=[O:24])=[O:23], predict the reaction product. The product is: [Br:1][C:2]1[CH:17]=[CH:16][C:5]2[CH2:6][CH2:7][CH2:8][C:9]([C:12]([O:14][CH3:15])=[O:13])=[C:10]([O:11][S:22]([C:21]([F:34])([F:33])[F:20])(=[O:24])=[O:23])[C:4]=2[CH:3]=1. (2) The product is: [C:3]([O:7][C:8]([N:10]1[CH2:11][CH2:12][N:13]([CH2:16][C:17]2[C:18]([O:29][C:30]([F:32])([F:33])[F:31])=[CH:19][C:20]([C:24]([O:26][CH2:27][CH3:28])=[O:25])=[C:21]([NH2:23])[C:22]=2[Br:1])[CH2:14][CH2:15]1)=[O:9])([CH3:4])([CH3:5])[CH3:6]. Given the reactants [Br:1]Br.[C:3]([O:7][C:8]([N:10]1[CH2:15][CH2:14][N:13]([CH2:16][C:17]2[CH:22]=[C:21]([NH2:23])[C:20]([C:24]([O:26][CH2:27][CH3:28])=[O:25])=[CH:19][C:18]=2[O:29][C:30]([F:33])([F:32])[F:31])[CH2:12][CH2:11]1)=[O:9])([CH3:6])([CH3:5])[CH3:4].CC(OC(OC(OC(C)(C)C)=O)=O)(C)C, predict the reaction product. (3) The product is: [Cl:10][C:11]1[N:16]=[C:15]([NH:9][C:6]2[CH:5]=[C:4]([CH:1]3[CH2:3][CH2:2]3)[NH:8][N:7]=2)[CH:14]=[C:13]([CH3:18])[N:12]=1. Given the reactants [CH:1]1([C:4]2[NH:8][N:7]=[C:6]([NH2:9])[CH:5]=2)[CH2:3][CH2:2]1.[Cl:10][C:11]1[N:16]=[C:15](Cl)[CH:14]=[C:13]([CH3:18])[N:12]=1.CCN(C(C)C)C(C)C.CCO, predict the reaction product. (4) The product is: [CH3:55][S:56]([C:59]1[CH:67]=[C:66]([C:68]([F:69])([F:70])[F:71])[CH:65]=[CH:64][C:60]=1[C:61]([NH:19][CH2:18][C:15]1[CH:16]=[CH:17][C:12]([S:9]([C:5]2[CH:6]=[CH:7][CH:8]=[C:3]([C:2]([F:20])([F:1])[F:21])[CH:4]=2)(=[O:11])=[O:10])=[CH:13][CH:14]=1)=[O:62])(=[O:58])=[O:57]. Given the reactants [F:1][C:2]([F:21])([F:20])[C:3]1[CH:4]=[C:5]([S:9]([C:12]2[CH:17]=[CH:16][C:15]([CH2:18][NH2:19])=[CH:14][CH:13]=2)(=[O:11])=[O:10])[CH:6]=[CH:7][CH:8]=1.CN(C(ON1N=NC2C=CC=NC1=2)=[N+](C)C)C.F[P-](F)(F)(F)(F)F.CCN(C(C)C)C(C)C.[CH3:55][S:56]([C:59]1[CH:67]=[C:66]([C:68]([F:71])([F:70])[F:69])[CH:65]=[CH:64][C:60]=1[C:61](O)=[O:62])(=[O:58])=[O:57], predict the reaction product. (5) Given the reactants [F:1][C:2]([F:40])([CH2:36][CH2:37][CH2:38][CH3:39])[C:3](=[O:35])[CH2:4][CH2:5][C@H:6]1[C@H:10]([O:11]C2CCCCO2)[CH2:9][C:8](=[O:18])[C@@H:7]1[CH2:19][CH2:20][CH2:21][CH2:22][CH2:23][CH2:24][C:25]([O:27][CH2:28][C:29]1[CH:34]=[CH:33][CH:32]=[CH:31][CH:30]=1)=[O:26].[Cl-].[Na+], predict the reaction product. The product is: [F:1][C:2]([C@:3]1([OH:35])[O:11][C@@H:10]2[CH2:9][C:8](=[O:18])[C@H:7]([CH2:19][CH2:20][CH2:21][CH2:22][CH2:23][CH2:24][C:25]([O:27][CH2:28][C:29]3[CH:34]=[CH:33][CH:32]=[CH:31][CH:30]=3)=[O:26])[C@H:6]2[CH2:5][CH2:4]1)([F:40])[CH2:36][CH2:37][CH2:38][CH3:39].